This data is from Forward reaction prediction with 1.9M reactions from USPTO patents (1976-2016). The task is: Predict the product of the given reaction. (1) Given the reactants C[N:2]1[CH:7]2[CH2:8][CH2:9][CH:3]1[CH2:4][C:5](=[O:10])[CH2:6]2.ClC(OC(Cl)C)=O.[CH3:30][C:29]([O:28][C:26](O[C:26]([O:28][C:29]([CH3:32])([CH3:31])[CH3:30])=[O:27])=[O:27])([CH3:32])[CH3:31], predict the reaction product. The product is: [C:29]([O:28][C:26]([N:2]1[CH:7]2[CH2:8][CH2:9][CH:3]1[CH2:4][C:5](=[O:10])[CH2:6]2)=[O:27])([CH3:30])([CH3:31])[CH3:32]. (2) Given the reactants [NH2:1][C:2]1[N:7]=[C:6]([NH2:8])[C:5]([N:9]=O)=[C:4]([OH:11])[N:3]=1.[NH4+].[OH-].S(S([O-])=O)([O-])=O.[Na+].[Na+], predict the reaction product. The product is: [NH2:1][C:2]1[N:7]=[C:6]([NH2:8])[C:5]([NH2:9])=[C:4]([OH:11])[N:3]=1. (3) Given the reactants Cl[C:2]1[C:11]2[C:6](=[CH:7][C:8]([F:13])=[CH:9][C:10]=2[F:12])[N:5]=[C:4]([C:14]2[CH:19]=[CH:18][CH:17]=[CH:16][N:15]=2)[C:3]=1[CH2:20][CH3:21].[O:22]1[CH2:27][CH2:26][N:25]([C:28]2[C:33]([NH2:34])=[CH:32][C:31]([N:35]3[CH2:40][CH2:39][O:38][CH2:37][CH2:36]3)=[CH:30][N:29]=2)[CH2:24][CH2:23]1, predict the reaction product. The product is: [N:25]1([C:28]2[C:33]([NH:34][C:2]3[C:11]4[C:6](=[CH:7][C:8]([F:13])=[CH:9][C:10]=4[F:12])[N:5]=[C:4]([C:14]4[CH:19]=[CH:18][CH:17]=[CH:16][N:15]=4)[C:3]=3[CH2:20][CH3:21])=[CH:32][C:31]([N:35]3[CH2:36][CH2:37][O:38][CH2:39][CH2:40]3)=[CH:30][N:29]=2)[CH2:24][CH2:23][O:22][CH2:27][CH2:26]1.